From a dataset of Full USPTO retrosynthesis dataset with 1.9M reactions from patents (1976-2016). Predict the reactants needed to synthesize the given product. The reactants are: [N+](CCCC)(CCCC)(CCCC)CCCC.[F-].[Si]([O:26][CH2:27][C@@H:28]1[N:32]([CH3:33])[C:31](=[O:34])[CH2:30][CH2:29]1)(C(C)(C)C)(C)C. Given the product [OH:26][CH2:27][C@@H:28]1[N:32]([CH3:33])[C:31](=[O:34])[CH2:30][CH2:29]1, predict the reactants needed to synthesize it.